Dataset: Peptide-MHC class I binding affinity with 185,985 pairs from IEDB/IMGT. Task: Regression. Given a peptide amino acid sequence and an MHC pseudo amino acid sequence, predict their binding affinity value. This is MHC class I binding data. (1) The peptide sequence is FRYCAPPGYAL. The MHC is Mamu-B08 with pseudo-sequence Mamu-B08. The binding affinity (normalized) is 0.527. (2) The peptide sequence is IKLEPVHGVY. The MHC is HLA-B57:01 with pseudo-sequence HLA-B57:01. The binding affinity (normalized) is 0. (3) The peptide sequence is TPVMSRFAA. The MHC is HLA-A02:12 with pseudo-sequence HLA-A02:12. The binding affinity (normalized) is 0.0847. (4) The MHC is HLA-B35:01 with pseudo-sequence HLA-B35:01. The binding affinity (normalized) is 0.399. The peptide sequence is TPTVPSGSF. (5) The peptide sequence is YQEPPAHGL. The MHC is HLA-B08:01 with pseudo-sequence HLA-B08:01. The binding affinity (normalized) is 0.213.